Dataset: Reaction yield outcomes from USPTO patents with 853,638 reactions. Task: Predict the reaction yield, written as a fraction of the theoretical maximum amount of product (1.0 means a 100% yield; for example, 0.34 means a 34% yield). The reactants are Br.[OH:2][C:3]1[CH:12]=[CH:11][CH:10]=[C:9]2[C:4]=1[CH:5]=[CH:6][C:7]([CH3:13])=[N:8]2.C(=O)([O-])O.[Na+].OC1C=CC=C2C=1C=CC(C)=N2.N1C=CC=CC=1.[S:37](O[S:37]([C:40]([F:43])([F:42])[F:41])(=[O:39])=[O:38])([C:40]([F:43])([F:42])[F:41])(=[O:39])=[O:38].[Cl-].[NH4+]. The catalyst is C(OCC)(=O)C.C1(C)C=CC=CC=1. The product is [F:41][C:40]([F:43])([F:42])[S:37]([O:2][C:3]1[CH:12]=[CH:11][CH:10]=[C:9]2[C:4]=1[CH:5]=[CH:6][C:7]([CH3:13])=[N:8]2)(=[O:39])=[O:38]. The yield is 0.700.